From a dataset of Peptide-MHC class I binding affinity with 185,985 pairs from IEDB/IMGT. Regression. Given a peptide amino acid sequence and an MHC pseudo amino acid sequence, predict their binding affinity value. This is MHC class I binding data. (1) The peptide sequence is WRFDSRLAF. The MHC is HLA-A68:02 with pseudo-sequence HLA-A68:02. The binding affinity (normalized) is 0. (2) The peptide sequence is SAICSVVRR. The MHC is HLA-A02:02 with pseudo-sequence HLA-A02:02. The binding affinity (normalized) is 0.229. (3) The peptide sequence is LTLAIYHPQQFVYAG. The MHC is HLA-A11:01 with pseudo-sequence HLA-A11:01. The binding affinity (normalized) is 0.128. (4) The MHC is HLA-A23:01 with pseudo-sequence HLA-A23:01. The peptide sequence is LSPRTLNAW. The binding affinity (normalized) is 0. (5) The peptide sequence is VTRPLRTMV. The MHC is HLA-A02:06 with pseudo-sequence HLA-A02:06. The binding affinity (normalized) is 0.0847. (6) The peptide sequence is KYQLKHIVW. The MHC is HLA-A26:01 with pseudo-sequence HLA-A26:01. The binding affinity (normalized) is 0. (7) The peptide sequence is YQAFRTKVH. The MHC is HLA-A02:01 with pseudo-sequence HLA-A02:01. The binding affinity (normalized) is 0.0847. (8) The peptide sequence is SSDDIPPRW. The MHC is HLA-A02:03 with pseudo-sequence HLA-A02:03. The binding affinity (normalized) is 0.0847. (9) The peptide sequence is MEDKTPVESW. The MHC is HLA-B44:03 with pseudo-sequence HLA-B44:03. The binding affinity (normalized) is 0.606. (10) The peptide sequence is QNGALAINTF. The MHC is HLA-B40:02 with pseudo-sequence HLA-B40:02. The binding affinity (normalized) is 0.